This data is from Forward reaction prediction with 1.9M reactions from USPTO patents (1976-2016). The task is: Predict the product of the given reaction. (1) The product is: [CH3:32][O:31][C:29](=[O:30])[CH:28]([N:8]1[CH2:9][CH2:10][CH2:11][C:12]2[CH:17]=[C:16]([O:18][CH3:19])[C:15]([O:20][CH3:21])=[CH:14][C:13]=2[CH:7]1[CH2:6][C:5]1[CH:22]=[CH:23][C:24]([O:25][CH3:26])=[C:3]([O:2][CH3:1])[CH:4]=1)[C:33]1[CH:34]=[CH:35][CH:36]=[CH:37][CH:38]=1. Given the reactants [CH3:1][O:2][C:3]1[CH:4]=[C:5]([CH:22]=[CH:23][C:24]=1[O:25][CH3:26])[CH2:6][CH:7]1[C:13]2[CH:14]=[C:15]([O:20][CH3:21])[C:16]([O:18][CH3:19])=[CH:17][C:12]=2[CH2:11][CH2:10][CH2:9][NH:8]1.Br[CH:28]([C:33]1[CH:38]=[CH:37][CH:36]=[CH:35][CH:34]=1)[C:29]([O:31][CH3:32])=[O:30].CCOC(C)=O.CCCCCC, predict the reaction product. (2) Given the reactants CC([O-])(CC)C.[Na+].Cl[C:9]1[N:14]=[C:13]2[O:15][C:16]([C:22]3[CH:27]=[CH:26][C:25]([F:28])=[CH:24][CH:23]=3)=[C:17]([C:18](=[O:21])[NH:19][CH3:20])[C:12]2=[CH:11][C:10]=1[C:29]1[CH:30]=[C:31]([CH:39]=[CH:40][CH:41]=1)[C:32]([O:34][C:35]([CH3:38])([CH3:37])[CH3:36])=[O:33].[F:42][C:43]([F:47])([F:46])[CH2:44][NH2:45], predict the reaction product. The product is: [F:28][C:25]1[CH:24]=[CH:23][C:22]([C:16]2[O:15][C:13]3=[N:14][C:9]([NH:45][CH2:44][C:43]([F:47])([F:46])[F:42])=[C:10]([C:29]4[CH:30]=[C:31]([CH:39]=[CH:40][CH:41]=4)[C:32]([O:34][C:35]([CH3:37])([CH3:36])[CH3:38])=[O:33])[CH:11]=[C:12]3[C:17]=2[C:18](=[O:21])[NH:19][CH3:20])=[CH:27][CH:26]=1. (3) Given the reactants [H-].[Na+].[Cl:3][C:4]1[CH:25]=[CH:24][C:7]([C:8]([N:10]([C@@H:12]([CH2:21][CH2:22][CH3:23])[CH2:13][N:14]2[CH2:19][CH2:18][CH:17]([OH:20])[CH2:16][CH2:15]2)[CH3:11])=[O:9])=[CH:6][CH:5]=1.[CH3:26]I, predict the reaction product. The product is: [Cl:3][C:4]1[CH:5]=[CH:6][C:7]([C:8]([N:10]([C@@H:12]([CH2:21][CH2:22][CH3:23])[CH2:13][N:14]2[CH2:19][CH2:18][CH:17]([O:20][CH3:26])[CH2:16][CH2:15]2)[CH3:11])=[O:9])=[CH:24][CH:25]=1. (4) Given the reactants C[O:2][C:3](=O)[C:4]1[CH:9]=[CH:8][C:7]([N:10]2[C:14]([NH:15][C:16]([NH:18][C:19]3[CH:24]=[CH:23][C:22]([O:25][C:26]4[CH:31]=[CH:30][N:29]=[C:28]([CH3:32])[CH:27]=4)=[CH:21][C:20]=3[F:33])=[O:17])=[CH:13][C:12]([C:34]([CH3:37])([CH3:36])[CH3:35])=[N:11]2)=[CH:6][CH:5]=1.[H-].[Al+3].[Li+].[H-].[H-].[H-].O, predict the reaction product. The product is: [C:34]([C:12]1[CH:13]=[C:14]([NH:15][C:16]([NH:18][C:19]2[CH:24]=[CH:23][C:22]([O:25][C:26]3[CH:31]=[CH:30][N:29]=[C:28]([CH3:32])[CH:27]=3)=[CH:21][C:20]=2[F:33])=[O:17])[N:10]([C:7]2[CH:8]=[CH:9][C:4]([CH2:3][OH:2])=[CH:5][CH:6]=2)[N:11]=1)([CH3:37])([CH3:36])[CH3:35]. (5) The product is: [OH:8][CH2:9][CH2:10][CH2:11][N:12]1[CH2:18][CH2:17][CH2:16][C@H:15]([NH:19][C:35]([O:34][N:31]2[C:32](=[O:33])[CH2:27][CH2:28][C:29]2=[O:30])=[O:36])[CH2:14][CH2:13]1. Given the reactants FC(F)(F)C([O-])=O.[OH:8][CH2:9][CH2:10][CH2:11][N:12]1[CH2:18][CH2:17][CH2:16][C@H:15]([NH3+:19])[CH2:14][CH2:13]1.C(N(CC)CC)C.[CH2:27]1[C:32](=[O:33])[N:31]([O:34][C:35](ON2C(=O)CCC2=O)=[O:36])[C:29](=[O:30])[CH2:28]1, predict the reaction product. (6) Given the reactants [NH2:1][C:2]1[CH:11]=[C:10]2[C:5]([CH:6]=[CH:7][C:8]([CH3:12])=[N:9]2)=[CH:4][CH:3]=1.[F:13][C:14]1[CH:19]=[CH:18][C:17]([C:20]2[CH:28]=[CH:27][C:23]([C:24](O)=[O:25])=[C:22]([CH3:29])[N:21]=2)=[CH:16][CH:15]=1.Cl, predict the reaction product. The product is: [F:13][C:14]1[CH:19]=[CH:18][C:17]([C:20]2[CH:28]=[CH:27][C:23]([C:24]([NH:1][C:2]3[CH:11]=[C:10]4[C:5]([CH:6]=[CH:7][C:8]([CH3:12])=[N:9]4)=[CH:4][CH:3]=3)=[O:25])=[C:22]([CH3:29])[N:21]=2)=[CH:16][CH:15]=1.